Dataset: Reaction yield outcomes from USPTO patents with 853,638 reactions. Task: Predict the reaction yield, written as a fraction of the theoretical maximum amount of product (1.0 means a 100% yield; for example, 0.34 means a 34% yield). (1) The reactants are Cl[C:2]1[CH:7]=[CH:6][N+:5]([O-:8])=[CH:4][CH:3]=1.[F:9][C:10]([F:21])([F:20])[C:11]1[CH:16]=[CH:15][C:14](B(O)O)=[CH:13][CH:12]=1.C([O-])([O-])=O.[K+].[K+]. The catalyst is CS(C)=O.Cl[Pd]Cl. The product is [F:9][C:10]([F:21])([F:20])[C:11]1[CH:16]=[CH:15][C:14]([C:2]2[CH:7]=[CH:6][N+:5]([O-:8])=[CH:4][CH:3]=2)=[CH:13][CH:12]=1. The yield is 0.340. (2) The reactants are [F:1][C:2]1[CH:25]=[C:24]([S:26]([CH3:29])(=[O:28])=[O:27])[C:23]([F:30])=[CH:22][C:3]=1[O:4][C@H:5]1[CH2:10][CH2:9][CH2:8][N:7]([CH:11]2[CH2:16][CH2:15][N:14](/[C:17](=[N:19]/[OH:20])/[NH2:18])[CH2:13][CH2:12]2)[C:6]1=[O:21].[CH2:31](N(CC)CC)C.[F:38][CH:39]([F:43])[C:40](Cl)=O. The catalyst is C(Cl)Cl. The product is [F:1][C:2]1[CH:25]=[C:24]([S:26]([CH3:29])(=[O:28])=[O:27])[C:23]([F:30])=[CH:22][C:3]=1[O:4][C@H:5]1[CH2:10][CH2:9][CH2:8][N:7]([CH:11]2[CH2:16][CH2:15][N:14]([C:17]3[N:18]=[C:40]([C:39]([F:43])([F:38])[CH3:31])[O:20][N:19]=3)[CH2:13][CH2:12]2)[C:6]1=[O:21]. The yield is 0.140.